This data is from Forward reaction prediction with 1.9M reactions from USPTO patents (1976-2016). The task is: Predict the product of the given reaction. (1) Given the reactants [CH:1]1([CH2:7][CH2:8][C:9](Cl)=[O:10])[CH2:6][CH2:5][CH2:4][CH2:3][CH2:2]1.[CH3:12][CH:13]([CH3:36])[CH:14]([NH:19][C:20]([C:22]1[S:23][C:24]([C:27]2[CH:32]=[CH:31][C:30]([N+:33]([O-])=O)=[CH:29][CH:28]=2)=[CH:25][N:26]=1)=[O:21])[C:15]([O:17][CH3:18])=[O:16], predict the reaction product. The product is: [CH:1]1([CH2:7][CH2:8][C:9]([NH:33][C:30]2[CH:31]=[CH:32][C:27]([C:24]3[S:23][C:22]([C:20]([NH:19][CH:14]([CH:13]([CH3:36])[CH3:12])[C:15]([O:17][CH3:18])=[O:16])=[O:21])=[N:26][CH:25]=3)=[CH:28][CH:29]=2)=[O:10])[CH2:6][CH2:5][CH2:4][CH2:3][CH2:2]1. (2) Given the reactants [CH2:1]([N:4]([CH3:20])[CH2:5][CH2:6][CH2:7][CH2:8][O:9][C:10]1[CH:11]=[C:12]2[C:16](=[CH:17][CH:18]=1)[NH:15][C:14]([CH3:19])=[CH:13]2)[CH:2]=[CH2:3].[Br:21][C:22]1[CH:27]=[CH:26][C:25](F)=[CH:24][CH:23]=1, predict the reaction product. The product is: [CH2:1]([N:4]([CH2:5][CH2:6][CH2:7][CH2:8][O:9][C:10]1[CH:11]=[C:12]2[C:16](=[CH:17][CH:18]=1)[N:15]([C:25]1[CH:26]=[CH:27][C:22]([Br:21])=[CH:23][CH:24]=1)[C:14]([CH3:19])=[CH:13]2)[CH3:20])[CH:2]=[CH2:3]. (3) Given the reactants [CH3:1][O:2][C:3]1[C:4]([C:16]2[CH:21]=[CH:20][CH:19]=[CH:18][CH:17]=2)=[N:5][C:6]2[C:11]([C:12]=1[C:13](Cl)=[O:14])=[CH:10][CH:9]=[CH:8][CH:7]=2.CCN(CC)CC.[CH2:29]([N:31]([C:33]1[CH:38]=[CH:37][CH:36]=[CH:35][CH:34]=1)[NH2:32])[CH3:30], predict the reaction product. The product is: [CH2:29]([N:31]([C:33]1[CH:38]=[CH:37][CH:36]=[CH:35][CH:34]=1)[NH:32][C:13]([C:12]1[C:11]2[C:6](=[CH:7][CH:8]=[CH:9][CH:10]=2)[N:5]=[C:4]([C:16]2[CH:21]=[CH:20][CH:19]=[CH:18][CH:17]=2)[C:3]=1[O:2][CH3:1])=[O:14])[CH3:30]. (4) Given the reactants [Cl:1][C:2]1[CH:3]=[CH:4][C:5]([N:23]2[CH:27]=[N:26][N:25]=[N:24]2)=[C:6]([C:8]2[CH:13]=[CH:12][N:11]([CH2:14][C:15]([O:17]C(C)(C)C)=[O:16])[C:10](=[O:22])[CH:9]=2)[CH:7]=1.Cl, predict the reaction product. The product is: [Cl:1][C:2]1[CH:3]=[CH:4][C:5]([N:23]2[CH:27]=[N:26][N:25]=[N:24]2)=[C:6]([C:8]2[CH:13]=[CH:12][N:11]([CH2:14][C:15]([OH:17])=[O:16])[C:10](=[O:22])[CH:9]=2)[CH:7]=1.